From a dataset of Full USPTO retrosynthesis dataset with 1.9M reactions from patents (1976-2016). Predict the reactants needed to synthesize the given product. (1) Given the product [N+:13]([C:16]1[CH:21]=[C:20]([C:2]2[CH:12]=[CH:11][C:5]3[NH:6][C:7](=[O:10])[CH2:8][S:9][C:4]=3[CH:3]=2)[CH:19]=[CH:18][CH:17]=1)([O-:15])=[O:14], predict the reactants needed to synthesize it. The reactants are: Br[C:2]1[CH:12]=[CH:11][C:5]2[NH:6][C:7](=[O:10])[CH2:8][S:9][C:4]=2[CH:3]=1.[N+:13]([C:16]1[CH:17]=[C:18](B(O)O)[CH:19]=[CH:20][CH:21]=1)([O-:15])=[O:14].C(=O)([O-])[O-].[K+].[K+]. (2) Given the product [NH2:49][CH2:48][C:34]1([NH2:33])[CH2:39][CH2:38][N:37]([CH:40]([C:42]2[CH:47]=[CH:46][CH:45]=[CH:44][CH:43]=2)[CH3:41])[CH2:36][CH2:35]1, predict the reactants needed to synthesize it. The reactants are: C(OC(N1CCC(N)(CN)CC1)=O)(C)(C)C.C(OC(N1CCC(N)(C#N)CC1)=O)(C)(C)C.[NH2:33][C:34]1([C:48]#[N:49])[CH2:39][CH2:38][N:37]([CH:40]([C:42]2[CH:47]=[CH:46][CH:45]=[CH:44][CH:43]=2)[CH3:41])[CH2:36][CH2:35]1. (3) Given the product [CH3:1][O:2][C:3]1[CH:20]=[C:19]([O:21][CH3:22])[CH:18]=[CH:17][C:4]=1[CH2:5][NH:6][S:7]([CH:10]([C:11]1[CH:16]=[CH:15][CH:14]=[CH:13][CH:12]=1)[CH3:23])(=[O:9])=[O:8], predict the reactants needed to synthesize it. The reactants are: [CH3:1][O:2][C:3]1[CH:20]=[C:19]([O:21][CH3:22])[CH:18]=[CH:17][C:4]=1[CH2:5][NH:6][S:7]([CH2:10][C:11]1[CH:16]=[CH:15][CH:14]=[CH:13][CH:12]=1)(=[O:9])=[O:8].[CH2:23]([Li])CCC.CI.O. (4) Given the product [CH:22]1([C:19]2[CH:18]=[CH:17][C:16]([CH:15]([NH:28][C:29]([NH:31][C:32]3[CH:37]=[C:36]([C:38]([F:40])([F:41])[F:39])[CH:35]=[C:34]([O:42][CH3:43])[CH:33]=3)=[O:30])[C:12]3[CH:13]=[CH:14][C:9]([C:8]([NH:7][CH2:6][C@@H:5]([OH:45])[C:4]([OH:46])=[O:3])=[O:44])=[CH:10][CH:11]=3)=[CH:21][CH:20]=2)[CH2:27][CH2:26][CH2:25][CH2:24][CH2:23]1, predict the reactants needed to synthesize it. The reactants are: C([O:3][C:4](=[O:46])[C@H:5]([OH:45])[CH2:6][NH:7][C:8](=[O:44])[C:9]1[CH:14]=[CH:13][C:12]([CH:15]([NH:28][C:29]([NH:31][C:32]2[CH:37]=[C:36]([C:38]([F:41])([F:40])[F:39])[CH:35]=[C:34]([O:42][CH3:43])[CH:33]=2)=[O:30])[C:16]2[CH:21]=[CH:20][C:19]([CH:22]3[CH2:27][CH2:26][CH2:25][CH2:24][CH2:23]3)=[CH:18][CH:17]=2)=[CH:11][CH:10]=1)C.[OH-].[Na+]. (5) Given the product [F:24][C:22]([F:23])([F:25])[C:19]1[CH:20]=[CH:21][C:16]([CH2:15][O:14][C:13]2[C:9]3[S:10][CH:11]=[CH:12][C:8]=3[CH:7]=[CH:6][C:5]=2[C:3]([OH:4])=[O:2])=[CH:17][CH:18]=1, predict the reactants needed to synthesize it. The reactants are: C[O:2][C:3]([C:5]1[CH:6]=[CH:7][C:8]2[CH:12]=[CH:11][S:10][C:9]=2[C:13]=1[O:14][CH2:15][C:16]1[CH:21]=[CH:20][C:19]([C:22]([F:25])([F:24])[F:23])=[CH:18][CH:17]=1)=[O:4].[Li+].[OH-].Cl. (6) Given the product [C:15]([OH:17])(=[O:16])[C:14]1[CH:18]=[CH:19][CH:20]=[N:21][CH:13]=1, predict the reactants needed to synthesize it. The reactants are: N1C=CC=CC=1C(=C)C(N)=O.Cl[C:13]1[N:21]=[CH:20][CH:19]=[CH:18][C:14]=1[C:15]([OH:17])=[O:16].